From a dataset of Full USPTO retrosynthesis dataset with 1.9M reactions from patents (1976-2016). Predict the reactants needed to synthesize the given product. (1) Given the product [CH:8]1([O:7][CH2:6][C:5]2[NH:19][C:17](=[S:18])[NH:16][C:3](=[O:2])[CH:4]=2)[CH2:13][CH2:12][CH2:11][CH2:10][CH2:9]1, predict the reactants needed to synthesize it. The reactants are: C[O:2][C:3](=O)[CH2:4][C:5](=O)[CH2:6][O:7][CH:8]1[CH2:13][CH2:12][CH2:11][CH2:10][CH2:9]1.[NH2:16][C:17]([NH2:19])=[S:18].[O-]CC.[Na+]. (2) Given the product [CH3:26][C:19]1[CH:18]=[CH:17][C:16]2[C:21](=[CH:22][C:23]([F:25])=[CH:24][C:15]=2[N:1]2[CH2:6][CH2:5][NH:4][CH2:3][CH2:2]2)[N:20]=1, predict the reactants needed to synthesize it. The reactants are: [NH:1]1[CH2:6][CH2:5][NH:4][CH2:3][CH2:2]1.C(=O)([O-])[O-].[K+].[K+].Cl.F[C:15]1[CH:24]=[C:23]([F:25])[CH:22]=[C:21]2[C:16]=1[CH:17]=[CH:18][C:19]([CH3:26])=[N:20]2.CS(C)=O. (3) Given the product [Cl:1][C:2]1[C:10]2[N:9]=[C:8]3[N:11]([C:15]4[CH:20]=[CH:19][C:18]([Cl:21])=[CH:17][C:16]=4[Cl:22])[CH2:12][CH2:13][CH2:14][N:7]3[C:6]=2[C:5]([CH:23]([NH2:24])[CH2:25][CH3:26])=[CH:4][CH:3]=1, predict the reactants needed to synthesize it. The reactants are: [Cl:1][C:2]1[CH:3]=[CH:4][C:5]([C:23]#[N:24])=[C:6]2[C:10]=1[N:9]=[C:8]1[N:11]([C:15]3[CH:20]=[CH:19][C:18]([Cl:21])=[CH:17][C:16]=3[Cl:22])[CH2:12][CH2:13][CH2:14][N:7]21.[CH2:25]([Mg]Br)[CH3:26].[BH4-].[Na+].O. (4) Given the product [OH:29][C:27]([CH3:30])([CH3:28])[CH2:26][NH:25][C:21]([C:17]1[N:18]([CH3:20])[N:19]=[C:15]([O:14][CH2:13][C:12]2[C:8]([C:5]3[CH:6]=[CH:7][C:2]([F:1])=[CH:3][CH:4]=3)=[N:9][O:10][C:11]=2[CH3:24])[CH:16]=1)=[O:22], predict the reactants needed to synthesize it. The reactants are: [F:1][C:2]1[CH:7]=[CH:6][C:5]([C:8]2[C:12]([CH2:13][O:14][C:15]3[CH:16]=[C:17]([C:21](O)=[O:22])[N:18]([CH3:20])[N:19]=3)=[C:11]([CH3:24])[O:10][N:9]=2)=[CH:4][CH:3]=1.[NH2:25][CH2:26][C:27]([CH3:30])([OH:29])[CH3:28].